This data is from Reaction yield outcomes from USPTO patents with 853,638 reactions. The task is: Predict the reaction yield, written as a fraction of the theoretical maximum amount of product (1.0 means a 100% yield; for example, 0.34 means a 34% yield). (1) The reactants are Cl[C:2]1[N:3]=[N+:4]([O-:12])[C:5]2[CH:11]=[CH:10][CH:9]=[CH:8][C:6]=2[N:7]=1.Cl.[NH2:14][CH2:15][C:16]#[N:17].CCN(CC)CC. The catalyst is COCCOC. The product is [O-:12][N+:4]1[C:5]2[CH:11]=[CH:10][CH:9]=[CH:8][C:6]=2[N:7]=[C:2]([NH:17][CH2:16][C:15]#[N:14])[N:3]=1. The yield is 0.440. (2) The reactants are [Cl:1][C:2]1[C:9]([OH:10])=[CH:8][CH:7]=[CH:6][C:3]=1[CH:4]=O.[Cl-].O[NH3+:13]. The catalyst is C(O)(=O)C.C(OCC)(=O)C. The product is [Cl:1][C:2]1[C:9]([OH:10])=[CH:8][CH:7]=[CH:6][C:3]=1[C:4]#[N:13]. The yield is 1.00. (3) The reactants are Br[C:2]1[CH:7]=[CH:6][C:5]([Br:8])=[CH:4][N:3]=1.[F:9][C:10]1[CH:16]=[C:15]([F:17])[CH:14]=[CH:13][C:11]=1[NH2:12].CC([O-])(C)C.[Na+]. The catalyst is O1CCOCC1.CC([O-])=O.CC([O-])=O.[Pd+2]. The product is [Br:8][C:5]1[CH:6]=[CH:7][C:2]([NH:12][C:11]2[CH:13]=[CH:14][C:15]([F:17])=[CH:16][C:10]=2[F:9])=[N:3][CH:4]=1. The yield is 0.570.